Dataset: Full USPTO retrosynthesis dataset with 1.9M reactions from patents (1976-2016). Task: Predict the reactants needed to synthesize the given product. (1) Given the product [ClH:21].[OH:48][C:42]1([CH2:41][N:38]2[CH2:39][CH2:40][CH:35]([CH2:34][NH:33][C:22]([N:6]3[C:7]4[CH:12]=[CH:11][CH:10]=[CH:9][C:8]=4[N:4]([CH:1]([CH3:3])[CH3:2])[C:5]3=[O:13])=[O:24])[CH2:36][CH2:37]2)[CH2:47][CH2:46][O:45][CH2:44][CH2:43]1, predict the reactants needed to synthesize it. The reactants are: [CH:1]([N:4]1[C:8]2[CH:9]=[CH:10][CH:11]=[CH:12][C:7]=2[NH:6][C:5]1=[O:13])([CH3:3])[CH3:2].C(N(CC)CC)C.[Cl:21][C:22](Cl)([O:24]C(=O)OC(Cl)(Cl)Cl)Cl.[NH2:33][CH2:34][CH:35]1[CH2:40][CH2:39][N:38]([CH2:41][C:42]2([OH:48])[CH2:47][CH2:46][O:45][CH2:44][CH2:43]2)[CH2:37][CH2:36]1.C([O-])(O)=O.[Na+]. (2) Given the product [CH3:1][C:2]1[CH:10]=[CH:9][C:5]([C:6]([NH:11][C:12]2[CH:13]=[CH:14][C:15]([C:18](=[O:25])[CH2:19][CH2:20][C:21]([O:23][CH3:24])=[O:22])=[CH:16][CH:17]=2)=[O:7])=[CH:4][CH:3]=1, predict the reactants needed to synthesize it. The reactants are: [CH3:1][C:2]1[CH:10]=[CH:9][C:5]([C:6](Cl)=[O:7])=[CH:4][CH:3]=1.[NH2:11][C:12]1[CH:17]=[CH:16][C:15]([C:18](=[O:25])[CH2:19][CH2:20][C:21]([O:23][CH3:24])=[O:22])=[CH:14][CH:13]=1. (3) Given the product [CH2:7]([O:14][C:15]1[CH:20]=[CH:19][CH:18]=[CH:17][C:16]=1[N:21]1[CH2:22][CH2:23][C:24]([CH2:27][NH:28][C:48]([NH:47][C:46]2[C:45]([CH:60]([CH3:62])[CH3:61])=[CH:44][C:43]([NH:63][C:64]([O:65][C:66]([CH3:67])([CH3:69])[CH3:68])=[O:70])=[CH:42][C:41]=2[CH:38]([CH3:40])[CH3:39])=[O:49])([C:29]2[CH:34]=[CH:33][CH:32]=[C:31]([O:35][CH3:36])[CH:30]=2)[CH2:25][CH2:26]1)[C:8]1[CH:13]=[CH:12][CH:11]=[CH:10][CH:9]=1, predict the reactants needed to synthesize it. The reactants are: [H-].[Al+3].[Li+].[H-].[H-].[H-].[CH2:7]([O:14][C:15]1[CH:20]=[CH:19][CH:18]=[CH:17][C:16]=1[N:21]1[CH2:26][CH2:25][C:24]([C:29]2[CH:34]=[CH:33][CH:32]=[C:31]([O:35][CH3:36])[CH:30]=2)([C:27]#[N:28])[CH2:23][CH2:22]1)[C:8]1[CH:13]=[CH:12][CH:11]=[CH:10][CH:9]=1.N.[CH:38]([C:41]1[CH:42]=[C:43]([NH:63][C:64](=[O:70])[O:65][C:66]([CH3:69])([CH3:68])[CH3:67])[CH:44]=[C:45]([CH:60]([CH3:62])[CH3:61])[C:46]=1[NH:47][C:48](OC1C=CC([N+]([O-])=O)=CC=1)=[O:49])([CH3:40])[CH3:39]. (4) Given the product [OH:8][CH2:9][CH2:10][O:11][CH2:12][CH2:13][O:14][CH2:15][C:16]([CH3:25])([CH3:24])[C:17]([O:19][C:20]([CH3:23])([CH3:22])[CH3:21])=[O:18], predict the reactants needed to synthesize it. The reactants are: C([O:8][CH2:9][CH2:10][O:11][CH2:12][CH2:13][O:14][CH2:15][C:16]([CH3:25])([CH3:24])[C:17]([O:19][C:20]([CH3:23])([CH3:22])[CH3:21])=[O:18])C1C=CC=CC=1. (5) Given the product [O:8]=[C:4]1[NH:5][N:6]=[CH:7][C:2]([C:17]2[CH:18]=[C:13]([CH:14]=[CH:15][CH:16]=2)[C:11]([O:10][CH3:9])=[O:12])=[CH:3]1, predict the reactants needed to synthesize it. The reactants are: Cl[C:2]1[CH2:3][C:4](=[O:8])[N:5]=[N:6][CH:7]=1.[CH3:9][O:10][C:11]([C:13]1[CH:14]=[C:15](B(O)O)[CH:16]=[CH:17][CH:18]=1)=[O:12].C(=O)([O-])[O-].[Na+].[Na+]. (6) The reactants are: FC(F)(F)C(O)=O.C(OC([N:15]([CH2:32][CH:33]([NH:40]S(C(C)(C)C)=O)[C:34]1[CH:39]=[CH:38][N:37]=[CH:36][CH:35]=1)[CH:16]1[CH2:21][CH2:20][N:19]([C:22]([O:24][CH2:25][C:26]2[CH:31]=[CH:30][CH:29]=[CH:28][CH:27]=2)=[O:23])[CH2:18][CH2:17]1)=O)(C)(C)C.Cl.O1CCOCC1. Given the product [NH2:40][CH:33]([C:34]1[CH:39]=[CH:38][N:37]=[CH:36][CH:35]=1)[CH2:32][NH:15][CH:16]1[CH2:21][CH2:20][N:19]([C:22]([O:24][CH2:25][C:26]2[CH:31]=[CH:30][CH:29]=[CH:28][CH:27]=2)=[O:23])[CH2:18][CH2:17]1, predict the reactants needed to synthesize it. (7) Given the product [Cl:1][C:2]1[CH:3]=[C:4]2[CH:9]=[C:10]([CH3:11])[NH:8][C:5]2=[N:6][CH:7]=1, predict the reactants needed to synthesize it. The reactants are: [Cl:1][C:2]1[CH:3]=[C:4]([C:9]#[C:10][CH3:11])[C:5]([NH2:8])=[N:6][CH:7]=1.CC(C)([O-])C.[K+].